From a dataset of Forward reaction prediction with 1.9M reactions from USPTO patents (1976-2016). Predict the product of the given reaction. (1) Given the reactants [N:1]1([S:11]([C:14]2[CH:22]=[CH:21][C:17]([C:18]([OH:20])=O)=[CH:16][CH:15]=2)(=[O:13])=[O:12])[C:10]2[C:5](=[CH:6][CH:7]=[CH:8][CH:9]=2)[CH2:4][CH2:3][CH2:2]1.[NH2:23][C:24]1[CH:29]=[CH:28][N:27]=[CH:26][CH:25]=1, predict the reaction product. The product is: [N:1]1([S:11]([C:14]2[CH:15]=[CH:16][C:17]([C:18]([NH:23][C:24]3[CH:29]=[CH:28][N:27]=[CH:26][CH:25]=3)=[O:20])=[CH:21][CH:22]=2)(=[O:12])=[O:13])[C:10]2[C:5](=[CH:6][CH:7]=[CH:8][CH:9]=2)[CH2:4][CH2:3][CH2:2]1. (2) The product is: [F:25][C:24]1[C:19]([CH2:18][O:17][C:9]2[CH:8]=[C:7]([C:36]3[CH:37]=[N:38][C:39]([NH2:42])=[N:40][CH:41]=3)[C:16]3[CH2:15][CH2:14][CH2:13][CH2:12][C:11]=3[N:10]=2)=[N:20][CH:21]=[CH:22][CH:23]=1.[ClH:45].[F:25][C:24]1[C:19]([CH2:18][O:17][C:9]2[CH:8]=[C:7]([C:36]3[CH:37]=[N:38][C:39]([NH2:42])=[N:40][CH:41]=3)[C:16]3[CH2:15][CH2:14][CH2:13][CH2:12][C:11]=3[N:10]=2)=[N:20][CH:21]=[CH:22][CH:23]=1. Given the reactants FC(F)(F)S(O[C:7]1[C:16]2[CH2:15][CH2:14][CH2:13][CH2:12][C:11]=2[N:10]=[C:9]([O:17][CH2:18][C:19]2[C:24]([F:25])=[CH:23][CH:22]=[CH:21][N:20]=2)[CH:8]=1)(=O)=O.CC1(C)C(C)(C)OB([C:36]2[CH:37]=[N:38][C:39]([NH2:42])=[N:40][CH:41]=2)O1.C(Cl)(Cl)[Cl:45].Cl.CCOCC, predict the reaction product. (3) The product is: [N:34]1([CH2:33][CH2:32][CH2:31][O:29][C:27]2[S:28][C:22]3[CH2:21][N:20]([C:1]([C:14]4[CH:19]=[CH:18][CH:17]=[CH:16][CH:15]=4)([C:2]4[CH:7]=[CH:6][CH:5]=[CH:4][CH:3]=4)[C:8]4[CH:9]=[CH:10][CH:11]=[CH:12][CH:13]=4)[CH2:25][CH2:24][C:23]=3[CH:26]=2)[CH2:39][CH2:38][CH2:37][CH2:36][CH2:35]1. Given the reactants [C:1]([N:20]1[CH2:25][CH2:24][C:23]2=[CH:26][C:27](=[O:29])[S:28][CH:22]2[CH2:21]1)([C:14]1[CH:19]=[CH:18][CH:17]=[CH:16][CH:15]=1)([C:8]1[CH:13]=[CH:12][CH:11]=[CH:10][CH:9]=1)[C:2]1[CH:7]=[CH:6][CH:5]=[CH:4][CH:3]=1.Cl[CH2:31][CH2:32][CH2:33][N:34]1[CH2:39][CH2:38][CH2:37][CH2:36][CH2:35]1.C([O-])([O-])=O.[Cs+].[Cs+], predict the reaction product. (4) Given the reactants [CH3:1][C:2]1([CH3:24])[CH2:11][CH2:10][C:9]([CH3:13])([CH3:12])[C:8]2[CH:7]=[C:6]([CH:14]([OH:17])[C:15]#[CH:16])[CH:5]=[C:4]([O:18][CH2:19][CH2:20][O:21][CH2:22][CH3:23])[C:3]1=2.I[C:26]1[CH:34]=[CH:33][C:29]([C:30]([OH:32])=[O:31])=[CH:28][CH:27]=1.[Cl-].[NH4+], predict the reaction product. The product is: [OH:17][CH:14]([C:6]1[CH:5]=[C:4]([O:18][CH2:19][CH2:20][O:21][CH2:22][CH3:23])[C:3]2[C:2]([CH3:24])([CH3:1])[CH2:11][CH2:10][C:9]([CH3:12])([CH3:13])[C:8]=2[CH:7]=1)[C:15]#[C:16][C:26]1[CH:34]=[CH:33][C:29]([C:30]([OH:32])=[O:31])=[CH:28][CH:27]=1. (5) Given the reactants I[C:2]1[CH:3]=[C:4]2[C:9](=[CH:10][CH:11]=1)[N:8]=[CH:7][CH:6]=[N:5]2.[CH2:12]([O:14][C:15](=[O:22])[CH2:16][C:17]([O:19][CH2:20][CH3:21])=[O:18])[CH3:13].C1(C2C=CC=CC=2)C(O)=CC=CC=1.C(=O)([O-])[O-].[Cs+].[Cs+], predict the reaction product. The product is: [CH2:12]([O:14][C:15](=[O:22])[CH:16]([C:2]1[CH:3]=[C:4]2[C:9](=[CH:10][CH:11]=1)[N:8]=[CH:7][CH:6]=[N:5]2)[C:17]([O:19][CH2:20][CH3:21])=[O:18])[CH3:13]. (6) Given the reactants [OH:1][C:2]1[CH:6]([CH:7]([CH3:9])[CH3:8])[NH:5][C:4](=[O:10])[CH:3]=1.[CH:11](=O)[C:12]1[CH:17]=[CH:16][CH:15]=[CH:14][CH:13]=1.[F:19][C:20]1[CH:21]=[C:22]2[C:26](=[CH:27][CH:28]=1)[NH:25][CH:24]=[C:23]2[CH:29]([CH3:31])[CH3:30], predict the reaction product. The product is: [F:19][C:20]1[CH:21]=[C:22]2[C:26](=[CH:27][CH:28]=1)[NH:25][C:24]([CH:11]([C:12]1[CH:17]=[CH:16][CH:15]=[CH:14][CH:13]=1)[C:3]1[C:4](=[O:10])[NH:5][CH:6]([CH:7]([CH3:9])[CH3:8])[C:2]=1[OH:1])=[C:23]2[CH:29]([CH3:31])[CH3:30]. (7) Given the reactants C(OC(=O)[NH:7][CH:8]1[CH2:13][CH2:12][N:11]([CH2:14][C:15]([F:18])([F:17])[F:16])[CH2:10][CH2:9]1)(C)(C)C, predict the reaction product. The product is: [F:18][C:15]([F:16])([F:17])[CH2:14][N:11]1[CH2:12][CH2:13][CH:8]([NH2:7])[CH2:9][CH2:10]1. (8) The product is: [CH2:8]([O:15][C:16](=[O:22])[C@H:17]([C@@H:19]([CH3:21])[OH:20])[NH2:18])[C:9]1[CH:14]=[CH:13][CH:12]=[CH:11][CH:10]=1.[ClH:1]. Given the reactants [ClH:1].C(O)(=O)C(O)=O.[CH2:8]([O:15][C:16](=[O:22])[C@H:17]([C@@H:19]([CH3:21])[OH:20])[NH2:18])[C:9]1[CH:14]=[CH:13][CH:12]=[CH:11][CH:10]=1, predict the reaction product.